From a dataset of Full USPTO retrosynthesis dataset with 1.9M reactions from patents (1976-2016). Predict the reactants needed to synthesize the given product. Given the product [Br:1][C:2]1[C:10]2[N:9]=[N:8][N:7]([CH2:11][CH:12]([CH3:14])[CH3:13])[C:6]=2[CH:5]=[CH:4][C:3]=1[C:21]1[CH:22]=[CH:23][C:18]([CH2:17][OH:16])=[CH:19][CH:20]=1, predict the reactants needed to synthesize it. The reactants are: [Br:1][C:2]1[C:10]2[N:9]=[N:8][N:7]([CH2:11][CH:12]([CH3:14])[CH3:13])[C:6]=2[CH:5]=[CH:4][C:3]=1I.[OH:16][CH2:17][C:18]1[CH:23]=[CH:22][C:21](B2OC(C)(C)C(C)(C)O2)=[CH:20][CH:19]=1.C(=O)([O-])[O-].[Cs+].[Cs+].